Task: Regression. Given a peptide amino acid sequence and an MHC pseudo amino acid sequence, predict their binding affinity value. This is MHC class II binding data.. Dataset: Peptide-MHC class II binding affinity with 134,281 pairs from IEDB (1) The binding affinity (normalized) is 0.501. The MHC is DRB1_0301 with pseudo-sequence DRB1_0301. The peptide sequence is EERVERIKSEYMTSW. (2) The peptide sequence is TRKHMILAVVITLCA. The MHC is DRB1_0802 with pseudo-sequence DRB1_0802. The binding affinity (normalized) is 0.393.